This data is from CYP3A4 inhibition data for predicting drug metabolism from PubChem BioAssay. The task is: Regression/Classification. Given a drug SMILES string, predict its absorption, distribution, metabolism, or excretion properties. Task type varies by dataset: regression for continuous measurements (e.g., permeability, clearance, half-life) or binary classification for categorical outcomes (e.g., BBB penetration, CYP inhibition). Dataset: cyp3a4_veith. The compound is O=C(CN1CCN(S(=O)(=O)c2ccccc2)CC1)NC(=O)NCc1ccccc1. The result is 0 (non-inhibitor).